This data is from Full USPTO retrosynthesis dataset with 1.9M reactions from patents (1976-2016). The task is: Predict the reactants needed to synthesize the given product. (1) The reactants are: Br[C:2]1[CH:7]=[CH:6][C:5]([C:8]2[N:9]([C:26]3[CH:31]=[CH:30][C:29]([Cl:32])=[CH:28][CH:27]=3)[C:10](=[O:25])[C:11]3[N:12]=[CH:13][N:14]([C:17]4[CH:22]=[CH:21][CH:20]=[C:19](SC)[CH:18]=4)[C:15]=3[N:16]=2)=[CH:4][CH:3]=1.[B:33]1([B:33]2[O:37][C:36]([CH3:39])([CH3:38])[C:35]([CH3:41])([CH3:40])[O:34]2)[O:37][C:36]([CH3:39])([CH3:38])[C:35]([CH3:41])([CH3:40])[O:34]1.C([O-])(=O)C.[K+].[CH3:56][N:57](C)C=O. Given the product [Cl:32][C:29]1[CH:28]=[CH:27][C:26]([N:9]2[C:10](=[O:25])[C:11]3[N:12]=[CH:13][N:14]([C:17]4[CH:18]=[C:19]([CH:20]=[CH:21][CH:22]=4)[C:56]#[N:57])[C:15]=3[N:16]=[C:8]2[C:5]2[CH:6]=[CH:7][C:2]([B:33]3[O:37][C:36]([CH3:39])([CH3:38])[C:35]([CH3:41])([CH3:40])[O:34]3)=[CH:3][CH:4]=2)=[CH:31][CH:30]=1, predict the reactants needed to synthesize it. (2) Given the product [OH:2][CH:1]([C:3]1[CH:4]([C:8]([OH:10])=[O:9])[CH2:5][CH2:6][CH:7]=1)[CH2:11][C:12]1[CH:17]=[CH:16][CH:15]=[CH:14][CH:13]=1, predict the reactants needed to synthesize it. The reactants are: [CH:1]([C:3]1[CH:4]([C:8]([OH:10])=[O:9])[CH2:5][CH2:6][CH:7]=1)=[O:2].[CH2:11](Br)[C:12]1[CH:17]=[CH:16][CH:15]=[CH:14][CH:13]=1. (3) Given the product [NH2:9][C:3]1[CH:4]=[C:5]([OH:8])[CH:6]=[CH:7][C:2]=1[NH2:1], predict the reactants needed to synthesize it. The reactants are: [NH2:1][C:2]1[CH:7]=[CH:6][C:5]([OH:8])=[CH:4][C:3]=1[N+:9]([O-])=O.[H][H]. (4) The reactants are: Cl[C:2]1[C:7]([CH:8]=[O:9])=[CH:6][C:5]([C:10]([F:13])([F:12])[F:11])=[CH:4][N:3]=1.[CH2:14]([O:21][CH2:22][CH2:23][C@H:24]1[CH2:29][CH2:28][C@H:27]([C@H:30]2[CH2:34][CH2:33][CH2:32][NH:31]2)[CH2:26][CH2:25]1)[C:15]1[CH:20]=[CH:19][CH:18]=[CH:17][CH:16]=1.C(=O)([O-])[O-].[K+].[K+].O. Given the product [CH2:14]([O:21][CH2:22][CH2:23][C@H:24]1[CH2:29][CH2:28][C@H:27]([C@H:30]2[CH2:34][CH2:33][CH2:32][N:31]2[C:2]2[C:7]([CH:8]=[O:9])=[CH:6][C:5]([C:10]([F:13])([F:12])[F:11])=[CH:4][N:3]=2)[CH2:26][CH2:25]1)[C:15]1[CH:20]=[CH:19][CH:18]=[CH:17][CH:16]=1, predict the reactants needed to synthesize it. (5) Given the product [CH3:12][C:13]1[O:17][C:16]([C:18]2[CH:23]=[CH:22][CH:21]=[CH:20][CH:19]=2)=[CH:27][C:14]=1[CH2:24][CH2:25][O:11][C:3]1[CH:4]=[CH:5][CH:6]=[C:7]([N+:8]([O-:10])=[O:9])[C:2]=1[NH2:1], predict the reactants needed to synthesize it. The reactants are: [NH2:1][C:2]1[C:7]([N+:8]([O-:10])=[O:9])=[CH:6][CH:5]=[CH:4][C:3]=1[OH:11].[CH3:12][C:13]1[O:17][C:16]([C:18]2[CH:23]=[CH:22][CH:21]=[CH:20][CH:19]=2)=N[C:14]=1[CH2:24][CH2:25]O.[C:27]1(P(C2C=CC=CC=2)C2C=CC=CC=2)C=CC=CC=1.N(CC(OC(C)C)=O)=NCC(OC(C)C)=O. (6) The reactants are: [F:1][C:2]1[CH:7]=[CH:6][C:5]([C:8](=O)[CH2:9][C:10]2[CH:15]=[CH:14][CH:13]=[CH:12][CH:11]=2)=[CH:4][C:3]=1[O:17][CH3:18].[CH3:19][C:20]([S@:23]([NH2:25])=[O:24])([CH3:22])[CH3:21]. Given the product [F:1][C:2]1[CH:7]=[CH:6][C:5](/[C:8](=[N:25]/[S@@:23]([C:20]([CH3:22])([CH3:21])[CH3:19])=[O:24])/[CH2:9][C:10]2[CH:15]=[CH:14][CH:13]=[CH:12][CH:11]=2)=[CH:4][C:3]=1[O:17][CH3:18], predict the reactants needed to synthesize it. (7) The reactants are: [NH2:1][C:2]1[N:7]=[CH:6][N:5]=[C:4]([NH:8][C@H:9]([C:11]2[N:16]([C:17]3[CH:22]=[CH:21][CH:20]=[CH:19][CH:18]=3)[C:15](=[O:23])[C:14]3=[C:24]([CH3:27])[CH:25]=[CH:26][N:13]3[N:12]=2)[CH3:10])[C:3]=1Br.[CH3:29][O:30][C:31]1[CH:36]=[CH:35][C:34]([S:37]([NH:40][C:41]2[CH:42]=[N:43][CH:44]=[C:45](B3OC(C)(C)C(C)(C)O3)[CH:46]=2)(=[O:39])=[O:38])=[CH:33][CH:32]=1.CC1(C)C(C)(C)OB(C2C=C(N)C=NC=2)O1.COC1C=CC(S(Cl)(=O)=O)=CC=1.C(=O)([O-])[O-].[Na+].[Na+]. Given the product [NH2:1][C:2]1[C:3]([C:45]2[CH:46]=[C:41]([NH:40][S:37]([C:34]3[CH:35]=[CH:36][C:31]([O:30][CH3:29])=[CH:32][CH:33]=3)(=[O:39])=[O:38])[CH:42]=[N:43][CH:44]=2)=[C:4]([NH:8][C@H:9]([C:11]2[N:16]([C:17]3[CH:22]=[CH:21][CH:20]=[CH:19][CH:18]=3)[C:15](=[O:23])[C:14]3=[C:24]([CH3:27])[CH:25]=[CH:26][N:13]3[N:12]=2)[CH3:10])[N:5]=[CH:6][N:7]=1, predict the reactants needed to synthesize it. (8) Given the product [CH3:1][N:2]1[C:10]2[C:5](=[CH:6][CH:7]=[CH:8][CH:9]=2)[CH:4]=[CH:3]1, predict the reactants needed to synthesize it. The reactants are: [CH3:1][N:2]1[C:10]2[C:5](=[CH:6][CH:7]=[CH:8][CH:9]=2)[CH2:4][CH2:3]1. (9) Given the product [O:33]([C:31]1[N:32]=[C:20]2[N:19]=[C:18]([C:15]3[CH:14]=[CH:13][C:12]([C:8]4([NH2:7])[CH2:9][CH2:10][CH2:11]4)=[CH:17][CH:16]=3)[C:23]([C:24]3[CH:29]=[CH:28][CH:27]=[CH:26][CH:25]=3)=[CH:22][N:21]2[N:30]=1)[C:34]1[CH:39]=[CH:38][CH:37]=[CH:36][CH:35]=1, predict the reactants needed to synthesize it. The reactants are: C(OC(=O)[NH:7][C:8]1([C:12]2[CH:17]=[CH:16][C:15]([C:18]3[C:23]([C:24]4[CH:29]=[CH:28][CH:27]=[CH:26][CH:25]=4)=[CH:22][N:21]4[N:30]=[C:31]([O:33][C:34]5[CH:39]=[CH:38][CH:37]=[CH:36][CH:35]=5)[N:32]=[C:20]4[N:19]=3)=[CH:14][CH:13]=2)[CH2:11][CH2:10][CH2:9]1)(C)(C)C.C(O)(C(F)(F)F)=O. (10) Given the product [Cl:1][C:2]1[C:6]([Cl:7])=[C:5]([C:8](=[O:23])[CH2:9][C:10]([C:12]2[CH:17]=[CH:16][C:15]([OH:18])=[CH:14][CH:13]=2)=[O:11])[S:4][N:3]=1, predict the reactants needed to synthesize it. The reactants are: [Cl:1][C:2]1[C:6]([Cl:7])=[C:5]([C:8](=[O:23])[CH2:9][C:10]([C:12]2[CH:17]=[CH:16][C:15]([O:18]COCC)=[CH:14][CH:13]=2)=[O:11])[S:4][N:3]=1.